Dataset: Full USPTO retrosynthesis dataset with 1.9M reactions from patents (1976-2016). Task: Predict the reactants needed to synthesize the given product. Given the product [C:18]([N:9]1[C:10]2[CH:15]=[CH:14][N:13]=[C:12]([O:16][CH3:17])[C:11]=2[C:7]([C:32]2[CH:33]=[C:34]([C:37]([O:39][CH3:40])=[O:38])[S:35][CH:36]=2)=[N:8]1)([CH3:19])([CH3:20])[CH3:21], predict the reactants needed to synthesize it. The reactants are: FC(F)(F)S(O[C:7]1[C:11]2[C:12]([O:16][CH3:17])=[N:13][CH:14]=[CH:15][C:10]=2[N:9]([C:18]([CH3:21])([CH3:20])[CH3:19])[N:8]=1)(=O)=O.CC1(C)C(C)(C)OB([C:32]2[CH:33]=[C:34]([C:37]([O:39][CH3:40])=[O:38])[S:35][CH:36]=2)O1.C(=O)([O-])[O-].[Na+].[Na+].O.